Dataset: Reaction yield outcomes from USPTO patents with 853,638 reactions. Task: Predict the reaction yield, written as a fraction of the theoretical maximum amount of product (1.0 means a 100% yield; for example, 0.34 means a 34% yield). The reactants are [F:1][CH:2]([F:34])[N:3]1[C:7]([CH3:8])=[C:6]([C:9]2[C:17]3[O:16][CH2:15][CH:14]([NH:18][C:19]4[CH:32]=[CH:31][C:22]5[C@H:23]([CH2:26][C:27]([O:29]C)=[O:28])[CH2:24][O:25][C:21]=5[CH:20]=4)[C:13]=3[CH:12]=[CH:11][CH:10]=2)[C:5]([CH3:33])=[N:4]1.[OH-].[Na+]. The catalyst is CO.O1CCCC1. The product is [F:34][CH:2]([F:1])[N:3]1[C:7]([CH3:8])=[C:6]([C:9]2[C:17]3[O:16][CH2:15][CH:14]([NH:18][C:19]4[CH:32]=[CH:31][C:22]5[C@H:23]([CH2:26][C:27]([OH:29])=[O:28])[CH2:24][O:25][C:21]=5[CH:20]=4)[C:13]=3[CH:12]=[CH:11][CH:10]=2)[C:5]([CH3:33])=[N:4]1. The yield is 0.880.